The task is: Predict which catalyst facilitates the given reaction.. This data is from Catalyst prediction with 721,799 reactions and 888 catalyst types from USPTO. (1) Reactant: Cl.Cl.[F:3][C:4]1[CH:9]=[C:8]([C:10]2[N:14]3[CH:15]=[CH:16][C:17](C4C=CC=CN=4)=[CH:18][C:13]3=[N:12][CH:11]=2)[CH:7]=[CH:6][C:5]=1[CH2:25][C:26](O)=[O:27].[C:29]([C:33]1[S:37][C:36]([NH2:38])=[N:35][C:34]=1[CH2:39][N:40]1[CH2:45][CH2:44][O:43][CH2:42][CH2:41]1)([CH3:32])([CH3:31])[CH3:30].C(N(CC)C(C)C)(C)C.F[P-](F)(F)(F)(F)F.N1(OC(N(C)C)=[N+](C)C)[C:66]2[N:67]=[CH:68][CH:69]=[CH:70][C:65]=2N=N1. Product: [F:3][C:4]1[CH:9]=[C:8]([C:10]2[N:14]3[CH:15]=[CH:16][C:17]([C:70]4[CH:69]=[CH:68][N:67]=[CH:66][CH:65]=4)=[CH:18][C:13]3=[N:12][CH:11]=2)[CH:7]=[CH:6][C:5]=1[CH2:25][C:26]([NH:38][C:36]1[S:37][C:33]([C:29]([CH3:32])([CH3:30])[CH3:31])=[C:34]([CH2:39][N:40]2[CH2:45][CH2:44][O:43][CH2:42][CH2:41]2)[N:35]=1)=[O:27]. The catalyst class is: 3. (2) Reactant: [C:1]1([CH:7]([C:14]2[C:22]3[C:17](=[CH:18][C:19]([O:23][CH2:24][CH2:25][CH2:26][NH:27][C:28]4[CH:33]=[CH:32][CH:31]=[CH:30][N:29]=4)=[CH:20][CH:21]=3)[NH:16][CH:15]=2)[CH2:8][C:9]([O:11][CH2:12][CH3:13])=[O:10])[CH:6]=[CH:5][CH:4]=[CH:3][CH:2]=1.Cl. The catalyst class is: 45. Product: [C:1]1([CH:7]([C:14]2[C:22]3[C:17](=[CH:18][C:19]([O:23][CH2:24][CH2:25][CH2:26][NH:27][C:28]4[CH2:33][CH2:32][CH2:31][CH2:30][N:29]=4)=[CH:20][CH:21]=3)[NH:16][CH:15]=2)[CH2:8][C:9]([O:11][CH2:12][CH3:13])=[O:10])[CH:2]=[CH:3][CH:4]=[CH:5][CH:6]=1. (3) Reactant: Cl[C:2]1[CH:7]=[C:6]([C:8]2[CH:13]=[CH:12][CH:11]=[CH:10][CH:9]=2)[N:5]=[C:4]([NH:14][C:15](=[O:32])[CH2:16][CH2:17][C:18]([C:20]2[CH:25]=[CH:24][C:23]([O:26][CH2:27][CH3:28])=[C:22]([O:29][CH2:30][CH3:31])[CH:21]=2)=[O:19])[CH:3]=1.C1(C2C=CC=CC=2)C=CC=CC=1P(C1CCCCC1)C1CCCCC1.C(=O)([O-])[O-].[K+].[K+].[C:64]([C:66]1[CH:71]=[CH:70][CH:69]=[CH:68][C:67]=1B(O)O)#[N:65]. Product: [C:64]([C:66]1[CH:71]=[CH:70][CH:69]=[CH:68][C:67]=1[C:2]1[CH:7]=[C:6]([C:8]2[CH:13]=[CH:12][CH:11]=[CH:10][CH:9]=2)[N:5]=[C:4]([NH:14][C:15](=[O:32])[CH2:16][CH2:17][C:18]([C:20]2[CH:25]=[CH:24][C:23]([O:26][CH2:27][CH3:28])=[C:22]([O:29][CH2:30][CH3:31])[CH:21]=2)=[O:19])[CH:3]=1)#[N:65]. The catalyst class is: 110. (4) Reactant: C(OC([N:11]1[CH2:15][C@@H:14]([NH:16][C:17]([O:19]CC2C=CC=CC=2)=O)[CH2:13][C@H:12]1CO)=O)C1C=CC=CC=1.[F:29][C:30]([F:37])([F:36])C(OCC)=O.[CH3:38][OH:39]. Product: [F:29][C:30]([F:37])([F:36])[C:17]([NH:16][C@@H:14]1[CH2:13][CH2:12][NH:11][C@@H:15]1[CH2:38][OH:39])=[O:19]. The catalyst class is: 45. (5) Reactant: [CH3:1][C:2]1[N:3]=[CH:4][S:5][CH:6]=1.[O:7]1[C:11]2[CH:12]=[CH:13][C:14]([CH2:16][C:17](N(OC)C)=[O:18])=[CH:15][C:10]=2[O:9][CH2:8]1.[Cl-].[NH4+]. Product: [O:7]1[C:11]2[CH:12]=[CH:13][C:14]([CH2:16][C:17]([C:4]3[S:5][CH:6]=[C:2]([CH3:1])[N:3]=3)=[O:18])=[CH:15][C:10]=2[O:9][CH2:8]1. The catalyst class is: 392.